Dataset: Full USPTO retrosynthesis dataset with 1.9M reactions from patents (1976-2016). Task: Predict the reactants needed to synthesize the given product. (1) Given the product [N:1]1[N:2]=[C:3]([C:10]2[CH:19]=[CH:18][C:17]3[C:12](=[C:13]([O:20][CH2:21][C:22]4([O:36][CH3:37])[CH2:28][CH2:27][CH2:26][NH:25][CH2:24][CH2:23]4)[CH:14]=[CH:15][CH:16]=3)[N:11]=2)[N:4]2[CH:9]=[CH:8][CH:7]=[CH:6][C:5]=12, predict the reactants needed to synthesize it. The reactants are: [N:1]1[N:2]=[C:3]([C:10]2[CH:19]=[CH:18][C:17]3[C:12](=[C:13]([O:20][CH2:21][C:22]4([O:36][CH3:37])[CH2:28][CH2:27][CH2:26][N:25](C(OC(C)(C)C)=O)[CH2:24][CH2:23]4)[CH:14]=[CH:15][CH:16]=3)[N:11]=2)[N:4]2[CH:9]=[CH:8][CH:7]=[CH:6][C:5]=12.FC(F)(F)C(O)=O. (2) Given the product [F:36][C:2]([F:1])([CH2:8][C:9]1[CH:14]=[CH:13][C:12]([C:15]2[N:19]([C:20]3[CH:25]=[CH:24][C:23]([O:26][CH:27]([CH3:28])[CH3:29])=[C:22]([C:30]([F:31])([F:32])[F:33])[CH:21]=3)[CH2:18][O:17][N:16]=2)=[C:11]([CH3:34])[CH:10]=1)[C:3]([O:5][CH2:6][CH3:7])=[O:4], predict the reactants needed to synthesize it. The reactants are: [F:1][C:2]([F:36])([CH:8](O)[C:9]1[CH:14]=[CH:13][C:12]([C:15]2[N:19]([C:20]3[CH:25]=[CH:24][C:23]([O:26][CH:27]([CH3:29])[CH3:28])=[C:22]([C:30]([F:33])([F:32])[F:31])[CH:21]=3)[CH2:18][O:17][N:16]=2)=[C:11]([CH3:34])[CH:10]=1)[C:3]([O:5][CH2:6][CH3:7])=[O:4].ClC(=O)C(OC)=O. (3) Given the product [Br:32][CH2:14][C:7]1[N:6]=[C:5]([C:15]2[CH:16]=[N:17][C:18]([O:23][CH3:24])=[C:19]([O:21][CH3:22])[CH:20]=2)[CH:4]=[C:3]([O:2][CH3:1])[C:8]=1[C:9]([O:11][CH2:12][CH3:13])=[O:10], predict the reactants needed to synthesize it. The reactants are: [CH3:1][O:2][C:3]1[C:8]([C:9]([O:11][CH2:12][CH3:13])=[O:10])=[C:7]([CH3:14])[N:6]=[C:5]([C:15]2[CH:16]=[N:17][C:18]([O:23][CH3:24])=[C:19]([O:21][CH3:22])[CH:20]=2)[CH:4]=1.C1C(=O)N([Br:32])C(=O)C1.C(OOC(=O)C1C=CC=CC=1)(=O)C1C=CC=CC=1.C(=O)([O-])[O-].[K+].[K+]. (4) Given the product [Br:1][C:2]1[N:6]([CH2:7][CH3:8])[CH:5]=[C:4]([C:9]([OH:11])=[O:10])[CH:3]=1, predict the reactants needed to synthesize it. The reactants are: [Br:1][C:2]1[N:6]([CH2:7][CH3:8])[CH:5]=[C:4]([C:9]([O:11]C)=[O:10])[CH:3]=1.[OH-].[Na+].Cl. (5) Given the product [NH2:1][C:2]([C:4]1[CH:5]=[N:6][C:7]2[C:12]([C:13]=1[NH:14][C:15]1[CH:16]=[C:17]([CH:23]=[CH:24][CH:25]=1)[C:18]([OH:20])=[O:19])=[CH:11][CH:10]=[C:9]([C:26]1[CH:31]=[C:30]([F:32])[CH:29]=[CH:28][C:27]=1[F:33])[CH:8]=2)=[O:3], predict the reactants needed to synthesize it. The reactants are: [NH2:1][C:2]([C:4]1[CH:5]=[N:6][C:7]2[C:12]([C:13]=1[NH:14][C:15]1[CH:16]=[C:17]([CH:23]=[CH:24][CH:25]=1)[C:18]([O:20]CC)=[O:19])=[CH:11][CH:10]=[C:9]([C:26]1[CH:31]=[C:30]([F:32])[CH:29]=[CH:28][C:27]=1[F:33])[CH:8]=2)=[O:3].[OH-].[Na+]. (6) Given the product [NH2:13][C:11]1[CH:10]=[CH:9][C:8]2[N:2]([CH3:1])[C:3](=[O:16])[CH2:4][CH2:5][CH2:6][C:7]=2[CH:12]=1, predict the reactants needed to synthesize it. The reactants are: [CH3:1][N:2]1[C:8]2[CH:9]=[CH:10][C:11]([N+:13]([O-])=O)=[CH:12][C:7]=2[CH2:6][CH2:5][CH2:4][C:3]1=[O:16].C([O-])=O.[NH4+]. (7) Given the product [CH3:11][C:3]1[C:4]([C:7]([F:10])([F:9])[F:8])=[N:5][O:6][C:2]=1[NH:1][S:18]([C:15]1[CH:14]=[CH:13][C:12]([C:22]2[CH:27]=[CH:26][CH:25]=[CH:24][CH:23]=2)=[CH:17][CH:16]=1)(=[O:20])=[O:19], predict the reactants needed to synthesize it. The reactants are: [NH2:1][C:2]1[O:6][N:5]=[C:4]([C:7]([F:10])([F:9])[F:8])[C:3]=1[CH3:11].[C:12]1([C:22]2[CH:27]=[CH:26][CH:25]=[CH:24][CH:23]=2)[CH:17]=[CH:16][C:15]([S:18](Cl)(=[O:20])=[O:19])=[CH:14][CH:13]=1. (8) Given the product [Cl:1][C:2]1[N:7]=[C:6]([NH:18][CH:15]2[CH2:17][CH2:16]2)[CH:5]=[CH:4][N:3]=1, predict the reactants needed to synthesize it. The reactants are: [Cl:1][C:2]1[N:7]=[C:6](Cl)[CH:5]=[CH:4][N:3]=1.C([O-])([O-])=O.[K+].[K+].[CH:15]1([NH2:18])[CH2:17][CH2:16]1.O.